Task: Predict which catalyst facilitates the given reaction.. Dataset: Catalyst prediction with 721,799 reactions and 888 catalyst types from USPTO (1) Reactant: [H-].[Na+].[Br:3][C:4]1[CH:9]=[CH:8][C:7]([OH:10])=[CH:6][CH:5]=1.[CH2:11](Cl)[O:12][CH3:13]. The catalyst class is: 3. Product: [Br:3][C:4]1[CH:9]=[CH:8][C:7]([O:10][CH2:11][O:12][CH3:13])=[CH:6][CH:5]=1. (2) Product: [CH3:13][S:10]([N:7]1[CH2:8][CH2:9][CH:4]([NH2:1])[CH:5]([O:14][CH3:15])[CH2:6]1)(=[O:12])=[O:11]. The catalyst class is: 29. Reactant: [N:1]([CH:4]1[CH2:9][CH2:8][N:7]([S:10]([CH3:13])(=[O:12])=[O:11])[CH2:6][CH:5]1[O:14][CH3:15])=[N+]=[N-].